This data is from Forward reaction prediction with 1.9M reactions from USPTO patents (1976-2016). The task is: Predict the product of the given reaction. (1) Given the reactants C(Cl)(=O)C(Cl)=O.CS(C)=O.[CH:11]1([CH2:17][CH2:18][CH2:19][CH2:20][OH:21])[CH2:16][CH2:15][CH2:14][CH2:13][CH2:12]1.CCN(CC)CC, predict the reaction product. The product is: [CH:11]1([CH2:17][CH2:18][CH2:19][CH:20]=[O:21])[CH2:16][CH2:15][CH2:14][CH2:13][CH2:12]1. (2) Given the reactants Br[CH2:2][CH2:3][O:4][C:5]1[CH:10]=[CH:9][C:8]([N+:11]([O-:13])=[O:12])=[CH:7][CH:6]=1.[NH:14]1[CH2:19][CH2:18][O:17][CH2:16][CH2:15]1.C(#N)C.C(=O)([O-])[O-].[K+].[K+], predict the reaction product. The product is: [N+:11]([C:8]1[CH:9]=[CH:10][C:5]([O:4][CH2:3][CH2:2][N:14]2[CH2:19][CH2:18][O:17][CH2:16][CH2:15]2)=[CH:6][CH:7]=1)([O-:13])=[O:12]. (3) The product is: [N:1]([CH2:4][C:5]1[CH:20]=[CH:19][C:8]([C:9]([NH:34][C@H:33]([C:35]([O:37][CH3:38])=[O:36])[CH2:32][NH:31][C:23](=[O:30])[C:24]2[CH:29]=[CH:28][CH:27]=[CH:26][CH:25]=2)=[O:11])=[C:7]([Cl:21])[CH:6]=1)=[N+:2]=[N-:3]. Given the reactants [N:1]([CH2:4][C:5]1[CH:20]=[CH:19][C:8]([C:9]([O:11]N2C(=O)CCC2=O)=O)=[C:7]([Cl:21])[CH:6]=1)=[N+:2]=[N-:3].Cl.[C:23]([NH:31][CH2:32][C@@H:33]([C:35]([O:37][CH3:38])=[O:36])[NH2:34])(=[O:30])[C:24]1[CH:29]=[CH:28][CH:27]=[CH:26][CH:25]=1.C(N(CC)CC)C, predict the reaction product. (4) Given the reactants [CH3:1][C:2]1[CH:7]=[CH:6][C:5]([S:8]([O:10]C)=[O:9])=[CH:4][CH:3]=1.[S:12](=[N:15][CH:16]=[O:17])(=[O:14])=[O:13].[NH:18]([CH:22](C)C)[CH:19](C)C, predict the reaction product. The product is: [S:12](=[N:15][CH:16]=[O:17])(=[O:14])=[O:13].[N+:18]([CH2:22][S:8]([C:5]1[CH:6]=[CH:7][C:2]([CH3:1])=[CH:3][CH:4]=1)(=[O:10])=[O:9])#[C-:19]. (5) Given the reactants C([O:8][C:9]1[N:14]=[CH:13][C:12]([C:15]2[CH:20]=[CH:19][C:18]([CH2:21][C:22]([NH:24][C:25]3[CH:30]=[CH:29][C:28]([O:31][CH2:32][CH2:33][O:34]CC4C=CC=CC=4)=[C:27]([C:42]([F:45])([F:44])[F:43])[CH:26]=3)=[O:23])=[C:17]([F:46])[CH:16]=2)=[C:11]([O:47][CH2:48][CH3:49])[CH:10]=1)C1C=CC=CC=1, predict the reaction product. The product is: [CH2:48]([O:47][C:11]1[C:12]([C:15]2[CH:20]=[CH:19][C:18]([CH2:21][C:22]([NH:24][C:25]3[CH:30]=[CH:29][C:28]([O:31][CH2:32][CH2:33][OH:34])=[C:27]([C:42]([F:44])([F:45])[F:43])[CH:26]=3)=[O:23])=[C:17]([F:46])[CH:16]=2)=[CH:13][NH:14][C:9](=[O:8])[CH:10]=1)[CH3:49].